Dataset: Reaction yield outcomes from USPTO patents with 853,638 reactions. Task: Predict the reaction yield, written as a fraction of the theoretical maximum amount of product (1.0 means a 100% yield; for example, 0.34 means a 34% yield). (1) The reactants are Cl[C:2]1[CH:7]=[C:6]([CH2:8][O:9][Si:10]([C:13]([CH3:16])([CH3:15])[CH3:14])([CH3:12])[CH3:11])[CH:5]=[C:4]([O:17][CH3:18])[N:3]=1.C1(C(N)C2CCCCC2)CCCCC1.[C:33]([O:37][CH2:38][CH2:39][CH2:40][CH3:41])(=[O:36])[CH:34]=[CH2:35].O. The catalyst is O1CCOCC1.CC(C)([P](C(C)(C)C)([Pd][P](C(C)(C)C)(C(C)(C)C)C(C)(C)C)C(C)(C)C)C.C1C=CC(/C=C/C(/C=C/C2C=CC=CC=2)=O)=CC=1.C1C=CC(/C=C/C(/C=C/C2C=CC=CC=2)=O)=CC=1.C1C=CC(/C=C/C(/C=C/C2C=CC=CC=2)=O)=CC=1.[Pd].[Pd]. The product is [CH3:14][C:13]([Si:10]([CH3:12])([CH3:11])[O:9][CH2:8][C:6]1[CH:5]=[C:4]([O:17][CH3:18])[N:3]=[C:2](/[CH:35]=[CH:34]/[C:33]([O:37][CH2:38][CH2:39][CH2:40][CH3:41])=[O:36])[CH:7]=1)([CH3:16])[CH3:15]. The yield is 0.680. (2) The reactants are C(=O)([O-])[O-].[Cs+].[Cs+].Br[C:8]1[CH:9]=[C:10]2[C:15](=[CH:16][CH:17]=1)[N:14]=[C:13]([CH3:18])[C:12]([S:19]([CH3:22])(=[O:21])=[O:20])=[C:11]2[N:23]1[CH2:28][CH2:27][O:26][CH2:25][CH2:24]1.[NH:29]1[CH2:34][CH2:33][CH2:32][CH2:31][CH2:30]1. The catalyst is C(O)(C)(C)C.CCCCCCC.C1(P(C2CCCCC2)C2C=CC=CC=2C2C(C(C)C)=CC(C(C)C)=CC=2C(C)C)CCCCC1. The product is [CH3:22][S:19]([C:12]1[C:13]([CH3:18])=[N:14][C:15]2[C:10]([C:11]=1[N:23]1[CH2:28][CH2:27][O:26][CH2:25][CH2:24]1)=[CH:9][C:8]([N:29]1[CH2:34][CH2:33][CH2:32][CH2:31][CH2:30]1)=[CH:17][CH:16]=2)(=[O:21])=[O:20]. The yield is 0.790. (3) The reactants are [CH3:1][O:2][C:3]([C:5]1[C:13]([NH:14][C:15]2[CH:20]=[CH:19][CH:18]=[CH:17][C:16]=2[CH3:21])=[C:12]([F:22])[C:8]2[NH:9][CH:10]=[N:11][C:7]=2[CH:6]=1)=[O:4].CO.C1C(=O)N([I:32])C(=O)C1.CC1C=CC(S(O)(=O)=O)=CC=1.O. The catalyst is C1COCC1.C(Cl)Cl. The product is [CH3:1][O:2][C:3]([C:5]1[C:13]([NH:14][C:15]2[CH:20]=[CH:19][C:18]([I:32])=[CH:17][C:16]=2[CH3:21])=[C:12]([F:22])[C:8]2[NH:9][CH:10]=[N:11][C:7]=2[CH:6]=1)=[O:4]. The yield is 0.690. (4) The reactants are [Br:1][C:2]1[C:9]([OH:10])=[CH:8][CH:7]=[CH:6][C:3]=1[CH:4]=[O:5].C(=O)([O-])[O-].[K+].[K+].[CH2:17](Br)[C:18]1[CH:23]=[CH:22][CH:21]=[CH:20][CH:19]=1. The catalyst is CC(C)=O.O. The product is [CH2:17]([O:10][C:9]1[C:2]([Br:1])=[C:3]([CH:6]=[CH:7][CH:8]=1)[CH:4]=[O:5])[C:18]1[CH:23]=[CH:22][CH:21]=[CH:20][CH:19]=1. The yield is 0.900.